From a dataset of Catalyst prediction with 721,799 reactions and 888 catalyst types from USPTO. Predict which catalyst facilitates the given reaction. (1) Reactant: B1C2CCCC1CCC2.[C:10]([O:14][C:15](=[O:46])[NH:16][C:17]1([CH2:43][CH:44]=[CH2:45])[CH2:22][CH2:21][CH:20]([O:23][C:24]2[CH:25]=[C:26]3[C:31](=[CH:32][C:33]=2[Cl:34])[C:30]([O:35][CH2:36][C:37]2[CH:42]=[CH:41][CH:40]=[CH:39][CH:38]=2)=[N:29][CH:28]=[CH:27]3)[CH2:19][CH2:18]1)([CH3:13])([CH3:12])[CH3:11].[OH-:47].[Na+].OO. Product: [C:10]([O:14][C:15](=[O:46])[NH:16][C:17]1([CH2:43][CH2:44][CH2:45][OH:47])[CH2:22][CH2:21][CH:20]([O:23][C:24]2[CH:25]=[C:26]3[C:31](=[CH:32][C:33]=2[Cl:34])[C:30]([O:35][CH2:36][C:37]2[CH:42]=[CH:41][CH:40]=[CH:39][CH:38]=2)=[N:29][CH:28]=[CH:27]3)[CH2:19][CH2:18]1)([CH3:13])([CH3:12])[CH3:11]. The catalyst class is: 1. (2) Reactant: [CH3:1][C:2]1[N:3]=[CH:4][N:5]([C:7]2[CH:12]=[CH:11][CH:10]=[C:9]([N+:13]([O-:15])=[O:14])[CH:8]=2)[CH:6]=1.[Cl:16]N1C(=O)CCC1=O. Product: [Cl:16][C:6]1[N:5]([C:7]2[CH:12]=[CH:11][CH:10]=[C:9]([N+:13]([O-:15])=[O:14])[CH:8]=2)[CH:4]=[N:3][C:2]=1[CH3:1]. The catalyst class is: 115. (3) Reactant: [OH-].[Na+].NO.ClC1C=C(C(C(F)(F)F)=CC(C2C=CC(C(N[C@@H]3CON(CC)C3=O)=O)=C(C)C=2)=O)C=C(Cl)C=1.[Cl:39][C:40]1[CH:41]=[C:42]([C:47]2([C:70]([F:73])([F:72])[F:71])[O:51][N:50]=[C:49]([C:52]3[CH:68]=[CH:67][C:55]([C:56]([NH:58][C@@H:59]4[CH2:63][O:62][N:61]([CH2:64][CH3:65])[C:60]4=[O:66])=[O:57])=[C:54]([CH3:69])[CH:53]=3)[CH2:48]2)[CH:43]=[C:44]([Cl:46])[CH:45]=1. The catalyst class is: 576. Product: [Cl:46][C:44]1[CH:43]=[C:42]([C:47]2([C:70]([F:72])([F:71])[F:73])[O:51][N:50]=[C:49]([C:52]3[CH:68]=[CH:67][C:55]([C:56]([NH:58][CH:59]4[CH2:63][O:62][N:61]([CH2:64][CH3:65])[C:60]4=[O:66])=[O:57])=[C:54]([CH3:69])[CH:53]=3)[CH2:48]2)[CH:41]=[C:40]([Cl:39])[CH:45]=1. (4) Reactant: C[Si]([N-][Si](C)(C)C)(C)C.[K+].[CH:11]1([C:14]#[N:15])[CH2:13][CH2:12]1.F[C:17]1[CH:24]=[CH:23][C:20]([C:21]#[N:22])=[CH:19][CH:18]=1.C([O-])(O)=O.[Na+].CCOC(C)=O. Product: [C:14]([C:11]1([C:17]2[CH:24]=[CH:23][C:20]([C:21]#[N:22])=[CH:19][CH:18]=2)[CH2:13][CH2:12]1)#[N:15]. The catalyst class is: 1. (5) Reactant: [Cl:1][C:2]1[CH:11]=[C:10]2[C:5]([C:6]([NH:12][C:13]3[CH:14]=[C:15]([OH:19])[CH:16]=[CH:17][CH:18]=3)=[CH:7][CH:8]=[N:9]2)=[CH:4][CH:3]=1.[CH2:20]=O.[CH3:22][N:23]1[CH2:28][CH2:27][NH:26][CH2:25][CH2:24]1. Product: [Cl:1][C:2]1[CH:11]=[C:10]2[C:5]([C:6]([NH:12][C:13]3[C:14]([CH2:22][N:23]4[CH2:28][CH2:27][N:26]([CH3:20])[CH2:25][CH2:24]4)=[C:15]([OH:19])[CH:16]=[CH:17][CH:18]=3)=[CH:7][CH:8]=[N:9]2)=[CH:4][CH:3]=1. The catalyst class is: 14. (6) Reactant: [CH3:1][N:2]1[C:6]([C:7]2[CH:12]=[CH:11][CH:10]=[CH:9][CH:8]=2)=[N:5][N:4]=[C:3]1[CH2:13][CH2:14][CH2:15][CH2:16][CH2:17][OH:18].C(N(CC)CC)C.[CH3:26][S:27](Cl)(=[O:29])=[O:28]. Product: [CH3:26][S:27]([O:18][CH2:17][CH2:16][CH2:15][CH2:14][CH2:13][C:3]1[N:2]([CH3:1])[C:6]([C:7]2[CH:12]=[CH:11][CH:10]=[CH:9][CH:8]=2)=[N:5][N:4]=1)(=[O:29])=[O:28]. The catalyst class is: 2. (7) Reactant: [Cl:1][C:2]1[CH:3]=[C:4]([C:9]2([C:30]([F:33])([F:32])[F:31])[O:13][N:12]=[C:11]([C:14]3[CH:15]=[C:16]4[C:20](=[CH:21][CH:22]=3)[N:19](C(OC(C)(C)C)=O)[CH2:18][CH2:17]4)[CH2:10]2)[CH:5]=[C:6]([Cl:8])[CH:7]=1.Cl. Product: [Cl:1][C:2]1[CH:3]=[C:4]([C:9]2([C:30]([F:31])([F:33])[F:32])[O:13][N:12]=[C:11]([C:14]3[CH:15]=[C:16]4[C:20](=[CH:21][CH:22]=3)[NH:19][CH2:18][CH2:17]4)[CH2:10]2)[CH:5]=[C:6]([Cl:8])[CH:7]=1. The catalyst class is: 8.